From a dataset of Full USPTO retrosynthesis dataset with 1.9M reactions from patents (1976-2016). Predict the reactants needed to synthesize the given product. (1) Given the product [NH:25]1[CH2:30][CH2:29][CH:28]([CH2:31][NH:32][C:2]2[C:11]3[C:6](=[CH:7][N:8]=[CH:9][CH:10]=3)[CH:5]=[C:4]([C:12]3[CH:17]=[CH:16][N:15]=[CH:14][CH:13]=3)[N:3]=2)[CH2:27][CH2:26]1, predict the reactants needed to synthesize it. The reactants are: Cl[C:2]1[C:11]2[C:6](=[CH:7][N:8]=[CH:9][CH:10]=2)[CH:5]=[C:4]([C:12]2[CH:17]=[CH:16][N:15]=[CH:14][CH:13]=2)[N:3]=1.C(OC([N:25]1[CH2:30][CH2:29][CH:28]([CH2:31][NH2:32])[CH2:27][CH2:26]1)=O)(C)(C)C.[OH-].[Na+]. (2) Given the product [CH2:13]([O:12][CH2:11][CH:9]1[CH:10]2[CH:8]1[N:7]([CH2:20][C:21]1[CH:26]=[CH:25][C:24]([F:27])=[CH:23][CH:22]=1)[C:6](=[O:28])[C:5]1[N:4]2[C:1](=[O:3])[CH:2]=[C:44]([OH:50])[C:45]=1[OH:46])[C:14]1[CH:19]=[CH:18][CH:17]=[CH:16][CH:15]=1, predict the reactants needed to synthesize it. The reactants are: [C:1]([N:4]1[CH:10]2[CH:8]([CH:9]2[CH2:11][O:12][CH2:13][C:14]2[CH:19]=[CH:18][CH:17]=[CH:16][CH:15]=2)[N:7]([CH2:20][C:21]2[CH:26]=[CH:25][C:24]([F:27])=[CH:23][CH:22]=2)[C:6](=[O:28])[CH2:5]1)(=[O:3])[CH3:2].C[Si]([N-][Si](C)(C)C)(C)C.[Li+].C1COCC1.[C:44](OCC)(=[O:50])[C:45](OCC)=[O:46].Cl. (3) Given the product [F:1][C:2]1[CH:3]=[CH:4][C:5]([O:27][CH3:28])=[C:6]([C:8]2[CH:13]=[CH:12][C:11]([C@H:14]([NH:16][S:35]([C:34]3[CH:33]=[C:32]([Cl:39])[S:31][C:30]=3[Cl:29])(=[O:37])=[O:36])[CH3:15])=[CH:10][CH:9]=2)[CH:7]=1, predict the reactants needed to synthesize it. The reactants are: [F:1][C:2]1[CH:3]=[CH:4][C:5]([O:27][CH3:28])=[C:6]([C:8]2[CH:13]=[CH:12][C:11]([C@H:14]([NH:16]S(C3C=C(C)OC=3C)(=O)=O)[CH3:15])=[CH:10][CH:9]=2)[CH:7]=1.[Cl:29][C:30]1[S:31][C:32]([Cl:39])=[CH:33][C:34]=1[S:35](Cl)(=[O:37])=[O:36].FC1C=CC(OC)=C(C2C=CC(C(N)C)=CC=2)C=1.